This data is from Forward reaction prediction with 1.9M reactions from USPTO patents (1976-2016). The task is: Predict the product of the given reaction. (1) Given the reactants Br[C:2]1[N:6]2[N:7]=[C:8]([N:11]3[CH2:16][CH2:15][N:14]([C:17](=[O:22])[S:18][CH:19]([CH3:21])[CH3:20])[CH2:13][CH2:12]3)[CH:9]=[CH:10][C:5]2=[N:4][CH:3]=1.[C:23]1(B(O)O)[CH:28]=[CH:27][CH:26]=[CH:25][CH:24]=1.O.[O-]P([O-])([O-])=O.[K+].[K+].[K+].[Cl:41]CCl.N#N, predict the reaction product. The product is: [ClH:41].[C:23]1([C:2]2[N:6]3[N:7]=[C:8]([N:11]4[CH2:16][CH2:15][N:14]([C:17](=[O:22])[S:18][CH:19]([CH3:21])[CH3:20])[CH2:13][CH2:12]4)[CH:9]=[CH:10][C:5]3=[N:4][CH:3]=2)[CH:28]=[CH:27][CH:26]=[CH:25][CH:24]=1. (2) Given the reactants [F:1][C:2]1([F:17])[C:11]2[C:6](=[CH:7][CH:8]=[C:9]([F:12])[CH:10]=2)[C@H:5]([CH:13]([CH3:15])[CH3:14])[C:4](=[O:16])[CH2:3]1.[2H]C1([2H])C([2H])([2H])C2C(=CC=C(F)C=2)[C@H](C(C)C)[C@]1([CH2:36][C:37]([OH:39])=[O:38])O, predict the reaction product. The product is: [F:17][C:2]1([F:1])[C:11]2[C:6](=[CH:7][CH:8]=[C:9]([F:12])[CH:10]=2)[C@H:5]([CH:13]([CH3:15])[CH3:14])[C@:4]([CH2:36][C:37]([OH:39])=[O:38])([OH:16])[CH2:3]1. (3) Given the reactants [Br:1][C:2]1[CH:8]=[C:7]([CH3:9])[C:5](N)=[C:4]([CH3:10])[CH:3]=1.S(=O)(=O)(O)O.N([O-])=O.[Na+].[I-:20].[K+], predict the reaction product. The product is: [Br:1][C:2]1[CH:8]=[C:7]([CH3:9])[C:5]([I:20])=[C:4]([CH3:10])[CH:3]=1. (4) Given the reactants Br[CH2:2]/[CH:3]=[CH:4]/[C:5]([NH:7][C:8]1[CH:9]=[C:10]2[C:15](=[CH:16][C:17]=1[O:18][CH3:19])[N:14]=[CH:13][N:12]=[C:11]2[NH:20][C:21]1[CH:26]=[CH:25][C:24]([F:27])=[C:23]([Cl:28])[CH:22]=1)=[O:6].[S:29]1[CH2:34][CH2:33][NH:32][CH:31]2[CH2:35][CH2:36][CH2:37][CH2:38][CH:30]12.CCN(C(C)C)C(C)C.O, predict the reaction product. The product is: [Cl:28][C:23]1[CH:22]=[C:21]([NH:20][C:11]2[C:10]3[C:15](=[CH:16][C:17]([O:18][CH3:19])=[C:8]([NH:7][C:5](=[O:6])/[CH:4]=[CH:3]/[CH2:2][N:32]4[CH2:33][CH2:34][S:29][CH:30]5[CH2:38][CH2:37][CH2:36][CH2:35][CH:31]45)[CH:9]=3)[N:14]=[CH:13][N:12]=2)[CH:26]=[CH:25][C:24]=1[F:27]. (5) Given the reactants [CH2:1]([O:8][CH2:9][C:10]([N:12]1[CH2:17][CH2:16][NH:15][CH2:14][CH2:13]1)=[O:11])[C:2]1[CH:7]=[CH:6][CH:5]=[CH:4][CH:3]=1.[Cl:18][C:19]1[CH:24]=[C:23]([CH2:25]Cl)[CH:22]=[CH:21][N:20]=1.C([O-])([O-])=O.[K+].[K+], predict the reaction product. The product is: [Cl:18][C:19]1[CH:24]=[C:23]([CH2:25][N:15]2[CH2:14][CH2:13][N:12]([C:10](=[O:11])[CH2:9][O:8][CH2:1][C:2]3[CH:3]=[CH:4][CH:5]=[CH:6][CH:7]=3)[CH2:17][CH2:16]2)[CH:22]=[CH:21][N:20]=1. (6) Given the reactants [CH2:1]([OH:8])[C:2]([NH2:7])([CH2:5][OH:6])[CH2:3][OH:4].C([O:16][C:17]1[CH:18]=[C:19]([CH:23]=[C:24]([O:34]CC2C=CC=CC=2)[C:25]=1[O:26]CC1C=CC=CC=1)[C:20](O)=[O:21])C1C=CC=CC=1.C(OC(N1C2C(=CC=CC=2)C=CC1OCC)=O)C, predict the reaction product. The product is: [OH:16][C:17]1[CH:18]=[C:19]([CH:23]=[C:24]([OH:34])[C:25]=1[OH:26])[C:20]([NH:7][C:2]([CH2:5][OH:6])([CH2:3][OH:4])[CH2:1][OH:8])=[O:21].